From a dataset of Reaction yield outcomes from USPTO patents with 853,638 reactions. Predict the reaction yield, written as a fraction of the theoretical maximum amount of product (1.0 means a 100% yield; for example, 0.34 means a 34% yield). (1) The product is [C:13]1([C:21]2[CH:22]=[CH:23][CH:24]=[CH:25][CH:26]=2)[CH:18]=[CH:17][CH:16]=[CH:15][C:14]=1[CH2:19][N:10]1[CH2:11][CH2:12][N:7]([C:1]2[CH:6]=[CH:5][CH:4]=[CH:3][CH:2]=2)[CH2:8][CH2:9]1. The reactants are [C:1]1([N:7]2[CH2:12][CH2:11][NH:10][CH2:9][CH2:8]2)[CH:6]=[CH:5][CH:4]=[CH:3][CH:2]=1.[C:13]1([C:21]2[CH:26]=[CH:25][CH:24]=[CH:23][CH:22]=2)[C:14]([CH:19]=O)=[CH:15][CH:16]=[CH:17][CH:18]=1.[BH-](OC(C)=O)(OC(C)=O)OC(C)=O.[Na+]. The catalyst is CO.ClCCl.C([O-])(O)=O.[Na+]. The yield is 0.183. (2) The reactants are [C:1]([O:4][C:5]1[CH:6]=[C:7]([OH:11])[CH:8]=[CH:9][CH:10]=1)(=[O:3])[CH3:2].C(=O)([O-])[O-].[Ca+2].Br[CH2:18][C:19]([O:21][CH2:22][CH3:23])=[O:20]. The catalyst is CN(C)C=O. The product is [C:1]([O:4][C:5]1[CH:6]=[C:7]([CH:8]=[CH:9][CH:10]=1)[O:11][CH2:18][C:19]([O:21][CH2:22][CH3:23])=[O:20])(=[O:3])[CH3:2]. The yield is 0.690. (3) The reactants are [OH:1][C:2]1[CH:7]=[CH:6][C:5]([CH3:8])=[CH:4][N:3]=1.C(=O)([O-])[O-].[K+].[K+].I[C:16]1[CH:21]=[CH:20][CH:19]=[CH:18][CH:17]=1. The catalyst is [Cu]. The product is [CH3:8][C:5]1[CH:6]=[CH:7][C:2](=[O:1])[N:3]([C:16]2[CH:21]=[CH:20][CH:19]=[CH:18][CH:17]=2)[CH:4]=1. The yield is 0.560. (4) The reactants are [Br:1][C:2]1[CH:8]=[C:7]([C:9]([F:12])([F:11])[F:10])[CH:6]=[C:5](I)[C:3]=1[NH2:4].[C:14]([Si:16]([CH3:19])([CH3:18])[CH3:17])#[CH:15]. The catalyst is C(N(CC)CC)C.Cl[Pd](Cl)([P](C1C=CC=CC=1)(C1C=CC=CC=1)C1C=CC=CC=1)[P](C1C=CC=CC=1)(C1C=CC=CC=1)C1C=CC=CC=1.[Cu]I. The product is [Br:1][C:2]1[CH:8]=[C:7]([C:9]([F:12])([F:11])[F:10])[CH:6]=[C:5]([C:15]#[C:14][Si:16]([CH3:19])([CH3:18])[CH3:17])[C:3]=1[NH2:4]. The yield is 0.940. (5) The reactants are [OH:1][CH2:2][C:3]1[N:4]([C:15]2[CH:20]=[CH:19][CH:18]=[CH:17][C:16]=2[CH3:21])[C:5](=[O:14])[C:6]2[C:11]([CH:12]=1)=[CH:10][CH:9]=[CH:8][C:7]=2[CH3:13]. The catalyst is C(Cl)Cl.O=[Mn]=O. The product is [CH3:13][C:7]1[CH:8]=[CH:9][CH:10]=[C:11]2[C:6]=1[C:5](=[O:14])[N:4]([C:15]1[CH:20]=[CH:19][CH:18]=[CH:17][C:16]=1[CH3:21])[C:3]([CH:2]=[O:1])=[CH:12]2. The yield is 0.900. (6) The reactants are [F:1][C:2]1[C:3]([F:16])=[C:4]([C:13](O)=[O:14])[C:5]2[O:9][C:8]([CH3:11])([CH3:10])[CH2:7][C:6]=2[CH:12]=1.Cl.[OH-].[Na+]. No catalyst specified. The product is [F:1][C:2]1[C:3]([F:16])=[C:4]([CH2:13][OH:14])[C:5]2[O:9][C:8]([CH3:11])([CH3:10])[CH2:7][C:6]=2[CH:12]=1. The yield is 0.570. (7) The reactants are [Br:1][C:2]1[C:3](F)=[C:4]2[C:10]([NH:11][C:12](=[O:19])[C:13]3[CH:18]=[CH:17][CH:16]=[N:15][CH:14]=3)=[CH:9][NH:8][C:5]2=[N:6][CH:7]=1.[NH:21]1[CH2:26][CH2:25][CH2:24][CH:23]([NH:27][C:28](=[O:34])[O:29][C:30]([CH3:33])([CH3:32])[CH3:31])[CH2:22]1. No catalyst specified. The product is [Br:1][C:2]1[C:3]([N:21]2[CH2:26][CH2:25][CH2:24][C@H:23]([NH:27][C:28](=[O:34])[O:29][C:30]([CH3:32])([CH3:31])[CH3:33])[CH2:22]2)=[C:4]2[C:10]([NH:11][C:12](=[O:19])[C:13]3[CH:18]=[CH:17][CH:16]=[N:15][CH:14]=3)=[CH:9][NH:8][C:5]2=[N:6][CH:7]=1. The yield is 0.410. (8) The reactants are [N:1]1[C:10]2[C:5](=[CH:6][C:7]([OH:11])=[CH:8][CH:9]=2)[C:4]([OH:12])=[N:3][CH:2]=1.[C:13](OC(=O)C)(=[O:15])[CH3:14]. The catalyst is N1C=CC=CC=1. The product is [C:13]([O:11][C:7]1[CH:6]=[C:5]2[C:10](=[CH:9][CH:8]=1)[N:1]=[CH:2][N:3]=[C:4]2[OH:12])(=[O:15])[CH3:14]. The yield is 0.650. (9) The reactants are [N:1]1[CH:5]=[C:4]([CH2:6][CH2:7][N:8]2[CH:13]([C:14]3[C:19]([CH3:20])=[CH:18][CH:17]=[CH:16][N:15]=3)[CH2:12][CH2:11][CH2:10][CH:9]2[C:21]2[C:26]([CH3:27])=[CH:25][CH:24]=[CH:23][N:22]=2)[NH:3][CH:2]=1.[H-].[Na+].[CH2:30](Br)[CH:31]=[CH2:32]. The catalyst is C1COCC1. The product is [CH2:32]([N:1]1[CH:5]=[C:4]([CH2:6][CH2:7][N:8]2[CH:9]([C:21]3[C:26]([CH3:27])=[CH:25][CH:24]=[CH:23][N:22]=3)[CH2:10][CH2:11][CH2:12][CH:13]2[C:14]2[C:19]([CH3:20])=[CH:18][CH:17]=[CH:16][N:15]=2)[N:3]=[CH:2]1)[CH:31]=[CH2:30]. The yield is 0.330.